From a dataset of Catalyst prediction with 721,799 reactions and 888 catalyst types from USPTO. Predict which catalyst facilitates the given reaction. (1) Reactant: C(S([C:6]1[N:7]([C:16]2[CH:21]=[CH:20][C:19]([O:22][CH2:23][C:24]([F:27])([F:26])[F:25])=[CH:18][CH:17]=2)[C:8](=[O:15])[C:9]2[CH:14]=[CH:13][NH:12][C:10]=2[N:11]=1)(=O)=O)C.[OH-:28].[Na+]. Product: [F:25][C:24]([F:27])([F:26])[CH2:23][O:22][C:19]1[CH:20]=[CH:21][C:16]([N:7]2[C:8](=[O:15])[C:9]3[CH:14]=[CH:13][NH:12][C:10]=3[NH:11][C:6]2=[O:28])=[CH:17][CH:18]=1. The catalyst class is: 7. (2) Reactant: [Br:1][C:2]1[CH:7]=[CH:6][C:5]([C:8]2[N:9]=[C:10]([C:21]3[C:26]([F:27])=[CH:25][CH:24]=[CH:23][C:22]=3[F:28])[N:11](O)[C:12]=2[C:13]2[CH:18]=[CH:17][NH:16][C:15](=[O:19])[CH:14]=2)=[CH:4][CH:3]=1. Product: [Br:1][C:2]1[CH:7]=[CH:6][C:5]([C:8]2[N:9]=[C:10]([C:21]3[C:22]([F:28])=[CH:23][CH:24]=[CH:25][C:26]=3[F:27])[NH:11][C:12]=2[C:13]2[CH:18]=[CH:17][NH:16][C:15](=[O:19])[CH:14]=2)=[CH:4][CH:3]=1. The catalyst class is: 5. (3) Reactant: [NH2:1][C:2]1[S:6][C:5]([SH:7])=[N:4][N:3]=1.[OH-].[Na+].Cl[CH2:11][C:12](=[O:14])[CH3:13]. Product: [NH2:1][C:2]1[S:6][C:5]([S:7][CH2:11][C:12](=[O:14])[CH3:13])=[N:4][N:3]=1. The catalyst class is: 88. (4) Reactant: C([O:3][C:4]([C:6]1[C:14]2[C:9](=[CH:10][CH:11]=[C:12]([O:15][C:16]3[CH:21]=[CH:20][C:19]([C:22]([F:25])([F:24])[F:23])=[CH:18][N:17]=3)[CH:13]=2)[N:8]([C:26]2[CH:31]=[CH:30][C:29]([O:32][C:33]([F:36])([F:35])[F:34])=[CH:28][CH:27]=2)[C:7]=1[CH2:37][C:38]([O:40]CC)=[O:39])=[O:5])C.[OH-].[Na+].CCO.C(O)(=O)CC(CC(O)=O)(C(O)=O)O. Product: [C:38]([CH2:37][C:7]1[N:8]([C:26]2[CH:31]=[CH:30][C:29]([O:32][C:33]([F:36])([F:35])[F:34])=[CH:28][CH:27]=2)[C:9]2[C:14]([C:6]=1[C:4]([OH:5])=[O:3])=[CH:13][C:12]([O:15][C:16]1[CH:21]=[CH:20][C:19]([C:22]([F:24])([F:25])[F:23])=[CH:18][N:17]=1)=[CH:11][CH:10]=2)([OH:40])=[O:39]. The catalyst class is: 90. (5) Reactant: [CH:1]1([C:4]2[CH:5]=[C:6]([C:23]([O:25]CC)=[O:24])[C:7](=[O:22])[N:8]3[C:13]=2[C:12]([CH3:14])=[C:11]([C:15]2[CH:20]=[CH:19][C:18]([Cl:21])=[CH:17][CH:16]=2)[CH:10]=[CH:9]3)[CH2:3][CH2:2]1.[Li+].[OH-].Cl.C(OCC)(=O)C. Product: [CH:1]1([C:4]2[CH:5]=[C:6]([C:23]([OH:25])=[O:24])[C:7](=[O:22])[N:8]3[C:13]=2[C:12]([CH3:14])=[C:11]([C:15]2[CH:20]=[CH:19][C:18]([Cl:21])=[CH:17][CH:16]=2)[CH:10]=[CH:9]3)[CH2:2][CH2:3]1. The catalyst class is: 20. (6) The catalyst class is: 2. Reactant: [F:1][C:2]([F:15])([F:14])[O:3][C:4]1[CH:9]=[CH:8][C:7]([S:10](Cl)(=[O:12])=[O:11])=[CH:6][CH:5]=1.[CH3:16][C@H:17]1[CH2:22][NH:21][CH2:20][CH2:19][N:18]1C(OC(C)(C)C)=O.CCN(C(C)C)C(C)C. Product: [CH3:16][C@@H:17]1[NH:18][CH2:19][CH2:20][N:21]([S:10]([C:7]2[CH:8]=[CH:9][C:4]([O:3][C:2]([F:15])([F:14])[F:1])=[CH:5][CH:6]=2)(=[O:12])=[O:11])[CH2:22]1.